From a dataset of Forward reaction prediction with 1.9M reactions from USPTO patents (1976-2016). Predict the product of the given reaction. (1) The product is: [CH3:30][N:29]([CH3:31])[C:23]1([CH2:22][NH:21][C:18]([C:11]2[C:12]3[CH2:13][C@@H:14]4[CH2:17][C@@H:15]4[C:16]=3[N:9]([C:3]3[CH:4]=[CH:5][C:6]([F:8])=[CH:7][C:2]=3[F:1])[N:10]=2)=[O:19])[CH2:24][CH2:25][S:26](=[O:27])[CH2:28]1. Given the reactants [F:1][C:2]1[CH:7]=[C:6]([F:8])[CH:5]=[CH:4][C:3]=1[N:9]1[C:16]2[C@H:15]3[CH2:17][C@H:14]3[CH2:13][C:12]=2[C:11]([C:18](O)=[O:19])=[N:10]1.[NH2:21][CH2:22][C:23]1([N:29]([CH3:31])[CH3:30])[CH2:28][S:26](=[O:27])[CH2:25][CH2:24]1, predict the reaction product. (2) Given the reactants [CH3:1][C:2]1[CH:23]=[C:22]([CH3:24])[C:21]([C:25]2[NH:33][C:28]3[CH2:29][NH:30][CH2:31][CH2:32][C:27]=3[N:26]=2)=[CH:20][C:3]=1[C:4]([N:6]1[CH2:11][CH2:10][CH:9]([C:12]2[CH:19]=[CH:18][C:15]([C:16]#[N:17])=[CH:14][CH:13]=2)[CH2:8][CH2:7]1)=[O:5].Br[CH2:35][CH2:36][F:37].[I-].[K+].C(N(CC)CC)C, predict the reaction product. The product is: [F:37][CH2:36][CH2:35][N:30]1[CH2:31][CH2:32][C:27]2[NH:26][C:25]([C:21]3[C:22]([CH3:24])=[CH:23][C:2]([CH3:1])=[C:3]([CH:20]=3)[C:4]([N:6]3[CH2:7][CH2:8][CH:9]([C:12]4[CH:13]=[CH:14][C:15]([C:16]#[N:17])=[CH:18][CH:19]=4)[CH2:10][CH2:11]3)=[O:5])=[N:33][C:28]=2[CH2:29]1. (3) Given the reactants [OH:1][CH2:2][C@@H:3]1[CH2:8][O:7][CH2:6][CH2:5][N:4]1[C:9]([O:11][C:12]([CH3:15])([CH3:14])[CH3:13])=[O:10].CCN(CC)CC.[CH3:23][S:24](Cl)(=[O:26])=[O:25], predict the reaction product. The product is: [CH3:23][S:24]([O:1][CH2:2][C@@H:3]1[CH2:8][O:7][CH2:6][CH2:5][N:4]1[C:9]([O:11][C:12]([CH3:15])([CH3:14])[CH3:13])=[O:10])(=[O:26])=[O:25].